From a dataset of Forward reaction prediction with 1.9M reactions from USPTO patents (1976-2016). Predict the product of the given reaction. Given the reactants ClC(Cl)(Cl)CO[C:5](=[O:31])[NH:6][C:7]1[N:11]([C:12]2[CH:13]=[N:14][N:15]([CH2:17][CH2:18][CH2:19][O:20][CH:21]3[CH2:26][CH2:25][CH2:24][CH2:23][O:22]3)[CH:16]=2)[N:10]=[C:9]([C:27]([CH3:30])([CH3:29])[CH3:28])[CH:8]=1.C(C1C=C(NC([NH:54][C@@H:55]2[C:64]3[C:59](=[CH:60][CH:61]=[CH:62][CH:63]=3)[C@H:58]([O:65][C:66]3[CH:67]=[CH:68][C:69]4[N:70]([C:72]([N:75]5[CH2:80][CH2:79][CH2:78][CH2:77][CH2:76]5)=[N:73][N:74]=4)[CH:71]=3)[CH2:57][CH2:56]2)=O)N(C2C=CC(CO)=CC=2)N=1)(C)(C)C, predict the reaction product. The product is: [C:27]([C:9]1[CH:8]=[C:7]([NH:6][C:5]([NH:54][C@@H:55]2[C:64]3[C:59](=[CH:60][CH:61]=[CH:62][CH:63]=3)[C@H:58]([O:65][C:66]3[CH:67]=[CH:68][C:69]4[N:70]([C:72]([N:75]5[CH2:76][CH2:77][CH2:78][CH2:79][CH2:80]5)=[N:73][N:74]=4)[CH:71]=3)[CH2:57][CH2:56]2)=[O:31])[N:11]([C:12]2[CH:13]=[N:14][N:15]([CH2:17][CH2:18][CH2:19][O:20][CH:21]3[CH2:26][CH2:25][CH2:24][CH2:23][O:22]3)[CH:16]=2)[N:10]=1)([CH3:30])([CH3:28])[CH3:29].